Dataset: Forward reaction prediction with 1.9M reactions from USPTO patents (1976-2016). Task: Predict the product of the given reaction. (1) Given the reactants [C:9](O[C:9]([O:11][C:12]([CH3:15])([CH3:14])[CH3:13])=[O:10])([O:11][C:12]([CH3:15])([CH3:14])[CH3:13])=[O:10].[NH:16]1[CH2:26][CH2:25][CH:19]([C:20]([O:22][CH2:23][CH3:24])=[O:21])[CH2:18][CH2:17]1, predict the reaction product. The product is: [N:16]1([C:9]([O:11][C:12]([CH3:13])([CH3:14])[CH3:15])=[O:10])[CH2:26][CH2:25][CH:19]([C:20]([O:22][CH2:23][CH3:24])=[O:21])[CH2:18][CH2:17]1. (2) Given the reactants [Cl:1][CH2:2][CH2:3][C:4](=[O:21])[CH2:5][C:6]1[CH:10]=[C:9]([C:11](=[O:19])[C:12]2[CH:17]=[CH:16][C:15](Cl)=[CH:14][CH:13]=2)[N:8]([CH3:20])[CH:7]=1.[NH:22]1[CH2:26][CH2:25][CH2:24][CH2:23]1, predict the reaction product. The product is: [ClH:1].[N:22]1([CH2:2][CH2:3][C:4](=[O:21])[CH2:5][C:6]2[CH:10]=[C:9]([C:11](=[O:19])[C:12]3[CH:17]=[CH:16][C:15]([N:8]4[CH2:9][CH2:10][CH2:6][CH2:7]4)=[CH:14][CH:13]=3)[N:8]([CH3:20])[CH:7]=2)[CH2:26][CH2:25][CH2:24][CH2:23]1. (3) Given the reactants C(OC(=O)[NH:7][C:8]1([CH2:16][CH2:17][C:18]2[CH:23]=[CH:22][C:21]([O:24][CH2:25][CH2:26][CH2:27][CH2:28][CH2:29][CH2:30][CH2:31][CH3:32])=[C:20]([CH:33]([F:35])[F:34])[CH:19]=2)[CH2:13][O:12]C(C)(C)[O:10][CH2:9]1)(C)(C)C.[ClH:37], predict the reaction product. The product is: [ClH:37].[NH2:7][C:8]([CH2:16][CH2:17][C:18]1[CH:23]=[CH:22][C:21]([O:24][CH2:25][CH2:26][CH2:27][CH2:28][CH2:29][CH2:30][CH2:31][CH3:32])=[C:20]([CH:33]([F:34])[F:35])[CH:19]=1)([CH2:13][OH:12])[CH2:9][OH:10]. (4) Given the reactants [Br:1][C:2]1[CH:33]=[CH:32][C:5]2[C:6]([C:9]3[CH:31]=[CH:30][CH:29]=[CH:28][C:10]=3/[CH:11]=[N:12]/C(C3C=CC(F)=CC=3)C3C=CC(F)=CC=3)=[N:7][O:8][C:4]=2[CH:3]=1.CC(C)([O-])C.[K+].I[CH2:41][CH:42]1[CH2:44][CH2:43]1.Cl, predict the reaction product. The product is: [Br:1][C:2]1[CH:33]=[CH:32][C:5]2[C:6]([C:9]3[CH:31]=[CH:30][CH:29]=[CH:28][C:10]=3[CH:11]([NH2:12])[CH2:41][CH:42]3[CH2:44][CH2:43]3)=[N:7][O:8][C:4]=2[CH:3]=1. (5) Given the reactants [F:1][C:2]1[CH:7]=[CH:6][C:5]([CH:8]2[CH2:13][CH2:12][CH2:11][N:10]3[N:14]=[C:15]([NH2:17])[N:16]=[C:9]23)=[CH:4][CH:3]=1.[CH3:18][C:19]1[N:23]=[C:22]([N:24]2[CH2:29][CH2:28][C:27](=O)[CH2:26][CH2:25]2)[S:21][N:20]=1.[BH4-].[Na+].C(O)C, predict the reaction product. The product is: [F:1][C:2]1[CH:7]=[CH:6][C:5]([CH:8]2[CH2:13][CH2:12][CH2:11][N:10]3[N:14]=[C:15]([NH:17][CH:27]4[CH2:26][CH2:25][N:24]([C:22]5[S:21][N:20]=[C:19]([CH3:18])[N:23]=5)[CH2:29][CH2:28]4)[N:16]=[C:9]23)=[CH:4][CH:3]=1. (6) Given the reactants O=[C:2]([C:8]1[CH:13]=[CH:12][C:11]([O:14][C:15]([F:18])([F:17])[F:16])=[CH:10][CH:9]=1)[CH2:3][C:4](OC)=[O:5].S([O-])([O-])(=O)=O.[CH3:24][NH2+:25][NH3+:26].C(N(CC)CC)C, predict the reaction product. The product is: [CH3:24][N:25]1[C:4]([OH:5])=[CH:3][C:2]([C:8]2[CH:13]=[CH:12][C:11]([O:14][C:15]([F:18])([F:17])[F:16])=[CH:10][CH:9]=2)=[N:26]1. (7) Given the reactants [CH3:1][O:2][C:3](=[O:25])[CH2:4][C:5]1[CH:6]=[C:7]([C:13]2[CH:18]=[CH:17][C:16]([C:19]([F:22])([F:21])[F:20])=[CH:15][C:14]=2[CH:23]=O)[C:8]([O:11][CH3:12])=[CH:9][CH:10]=1.[CH2:26]([NH2:28])[CH3:27].C([BH3-])#N.[Na+].C([O-])(O)=O.[Na+], predict the reaction product. The product is: [CH3:1][O:2][C:3](=[O:25])[CH2:4][C:5]1[CH:6]=[C:7]([C:13]2[CH:18]=[CH:17][C:16]([C:19]([F:22])([F:20])[F:21])=[CH:15][C:14]=2[CH2:23][NH:28][CH2:26][CH3:27])[C:8]([O:11][CH3:12])=[CH:9][CH:10]=1. (8) Given the reactants [N:1]([O-:3])=O.[Na+].[C:5]1([C:11](=[O:19])[CH2:12][C:13]2[CH:18]=[CH:17][CH:16]=[CH:15][N:14]=2)[CH:10]=[CH:9][CH:8]=[CH:7][CH:6]=1.Cl.C(=O)([O-])[O-].[Na+].[Na+], predict the reaction product. The product is: [C:5]1([C:11](=[O:19])[C:12]([C:13]2[CH:18]=[CH:17][CH:16]=[CH:15][N:14]=2)=[N:1][OH:3])[CH:6]=[CH:7][CH:8]=[CH:9][CH:10]=1. (9) Given the reactants Br[C:2]1[C:3](=[O:20])[N:4]([C:9]2[CH:10]=[C:11]([CH:16]=[CH:17][C:18]=2[CH3:19])[C:12]([O:14]C)=O)[CH:5]=[C:6](Br)[N:7]=1.[CH3:21][C:22]([CH3:30])([C:24]1[CH:29]=[CH:28][CH:27]=[CH:26][CH:25]=1)[NH2:23].Cl.[CH3:32][O:33][NH2:34].C1([Mg]Br)CCCC1.C([O-])=O.[NH4+], predict the reaction product. The product is: [CH3:32][O:33][NH:34][C:12](=[O:14])[C:11]1[CH:16]=[CH:17][C:18]([CH3:19])=[C:9]([N:4]2[CH:5]=[CH:6][N:7]=[C:2]([NH:23][C:22]([CH3:30])([C:24]3[CH:29]=[CH:28][CH:27]=[CH:26][CH:25]=3)[CH3:21])[C:3]2=[O:20])[CH:10]=1. (10) The product is: [NH2:19][C:2]1[N:7]=[C:6]([C@:8]2([CH3:17])[C:13]([F:15])([F:14])[CH2:12][O:11][C:10]([NH2:16])=[N:9]2)[C:5]([F:18])=[CH:4][CH:3]=1. Given the reactants Br[C:2]1[N:7]=[C:6]([C@:8]2([CH3:17])[C:13]([F:15])([F:14])[CH2:12][O:11][C:10]([NH2:16])=[N:9]2)[C:5]([F:18])=[CH:4][CH:3]=1.[NH3:19], predict the reaction product.